From a dataset of NCI-60 drug combinations with 297,098 pairs across 59 cell lines. Regression. Given two drug SMILES strings and cell line genomic features, predict the synergy score measuring deviation from expected non-interaction effect. (1) Drug 1: C1CCC(C1)C(CC#N)N2C=C(C=N2)C3=C4C=CNC4=NC=N3. Drug 2: COC1=CC(=CC(=C1O)OC)C2C3C(COC3=O)C(C4=CC5=C(C=C24)OCO5)OC6C(C(C7C(O6)COC(O7)C8=CC=CS8)O)O. Cell line: NCIH23. Synergy scores: CSS=53.9, Synergy_ZIP=-4.75, Synergy_Bliss=-4.59, Synergy_Loewe=-25.3, Synergy_HSA=-2.50. (2) Drug 1: CCCS(=O)(=O)NC1=C(C(=C(C=C1)F)C(=O)C2=CNC3=C2C=C(C=N3)C4=CC=C(C=C4)Cl)F. Drug 2: COC1=C2C(=CC3=C1OC=C3)C=CC(=O)O2. Cell line: MALME-3M. Synergy scores: CSS=40.6, Synergy_ZIP=2.57, Synergy_Bliss=-0.333, Synergy_Loewe=-25.5, Synergy_HSA=-1.30.